Dataset: Reaction yield outcomes from USPTO patents with 853,638 reactions. Task: Predict the reaction yield, written as a fraction of the theoretical maximum amount of product (1.0 means a 100% yield; for example, 0.34 means a 34% yield). (1) The reactants are [C:1]([O:5][C:6]([NH:8][C:9]1[CH:14]=[CH:13][C:12]([N+:15]([O-])=O)=[CH:11][N:10]=1)=[O:7])([CH3:4])([CH3:3])[CH3:2]. The catalyst is CO.C(OCC)(=O)C.[Pd]. The product is [NH2:15][C:12]1[CH:13]=[CH:14][C:9]([NH:8][C:6]([O:5][C:1]([CH3:4])([CH3:3])[CH3:2])=[O:7])=[N:10][CH:11]=1. The yield is 0.970. (2) The reactants are [C:1]([O:5][C:6]([N:8]1[CH2:14][CH2:13][CH:12]=[CH:11][CH2:10][CH2:9]1)=[O:7])([CH3:4])([CH3:3])[CH3:2].ClC1C=CC=C(C(OO)=[O:23])C=1.C(OC(=O)C)C. The catalyst is ClCCl. The product is [C:1]([O:5][C:6]([N:8]1[CH2:14][CH2:13][CH:12]2[CH:11]([O:23]2)[CH2:10][CH2:9]1)=[O:7])([CH3:4])([CH3:2])[CH3:3]. The yield is 0.820. (3) The reactants are [N:1]#[C:2][NH2:3].C[O-].[Na+].[Cl:7][C:8]1[CH:13]=[C:12]([N:14]=[C:15]=[S:16])[CH:11]=[C:10]([Cl:17])[C:9]=1[S:18][C:19]1[CH:24]=[CH:23][CH:22]=[CH:21][CH:20]=1.[N-]=[C:26]=S.IC. The yield is 0.750. The product is [C:2](/[N:3]=[C:15](\[S:16][CH3:26])/[NH:14][C:12]1[CH:11]=[C:10]([Cl:17])[C:9]([S:18][C:19]2[CH:20]=[CH:21][CH:22]=[CH:23][CH:24]=2)=[C:8]([Cl:7])[CH:13]=1)#[N:1]. The catalyst is C1(C)C=CC=CC=1.CO. (4) The yield is 0.570. The reactants are [NH2:1][C:2]1[N:3]=[CH:4][C:5]2[CH2:11][N:10]([C:12]3[C:13](=[O:19])[NH:14][CH:15]=[CH:16][C:17]=3[CH3:18])[CH2:9][CH2:8][C:6]=2[N:7]=1.[C:20]([C:24]1[CH:29]=[CH:28][C:27](I)=[CH:26][CH:25]=1)([CH3:23])([CH3:22])[CH3:21].CNCCNC.[O-]P([O-])([O-])=O.[K+].[K+].[K+]. The catalyst is CN1C(=O)CCC1.[Cu]I. The product is [NH2:1][C:2]1[N:3]=[CH:4][C:5]2[CH2:11][N:10]([C:12]3[C:13](=[O:19])[N:14]([C:27]4[CH:28]=[CH:29][C:24]([C:20]([CH3:23])([CH3:22])[CH3:21])=[CH:25][CH:26]=4)[CH:15]=[CH:16][C:17]=3[CH3:18])[CH2:9][CH2:8][C:6]=2[N:7]=1. (5) The reactants are [NH2:1][C:2]1[CH:7]=[CH:6][C:5]([N:8]2[C:14](=[O:15])[CH2:13][C:12](=[O:16])[NH:11][C:10]3[C:17]4[C:22]([CH:23]=[CH:24][C:9]2=3)=[CH:21][CH:20]=[CH:19][CH:18]=4)=[CH:4][CH:3]=1.Cl.[N:26]1[CH:31]=[CH:30][CH:29]=[C:28]([O:32][CH2:33][C:34](O)=[O:35])[CH:27]=1.CCN=C=NCCCN(C)C.Cl.N1C=CC=CC=1. The catalyst is O. The product is [N:26]1[CH:31]=[CH:30][CH:29]=[C:28]([O:32][CH2:33][C:34]([NH:1][C:2]2[CH:7]=[CH:6][C:5]([N:8]3[C:14](=[O:15])[CH2:13][C:12](=[O:16])[NH:11][C:10]4[C:17]5[C:22]([CH:23]=[CH:24][C:9]3=4)=[CH:21][CH:20]=[CH:19][CH:18]=5)=[CH:4][CH:3]=2)=[O:35])[CH:27]=1. The yield is 0.910. (6) The reactants are Br[C:2]1[CH:8]=[C:7]([N+:9]([O-:11])=[O:10])[C:6]([F:12])=[CH:5][C:3]=1[NH2:4].C[C:14]([CH3:27])([C:25]#[CH:26])[C:15]([O:17][C:18](=[O:24])[C:19]([CH3:23])([CH3:22])[C:20]#[CH:21])=O.[CH3:28][CH2:29]N(CC)CC. The catalyst is [Cu]I.Cl[Pd](Cl)([P](C1C=CC=CC=1)(C1C=CC=CC=1)C1C=CC=CC=1)[P](C1C=CC=CC=1)(C1C=CC=CC=1)C1C=CC=CC=1. The product is [NH2:4][C:3]1[CH:5]=[C:6]([F:12])[C:7]([N+:9]([O-:11])=[O:10])=[CH:8][C:2]=1[C:21]#[C:20][C:19]([CH3:22])([CH3:23])[C:18]([O:17][CH2:15][C:14]1[CH:25]=[CH:26][CH:29]=[CH:28][CH:27]=1)=[O:24]. The yield is 0.560. (7) The reactants are [C:1]([O:5][C:6]([NH:8][C@@H:9]([CH2:13][O:14][CH2:15][C@H:16]([O:26][CH2:27][CH2:28][CH3:29])[C@H:17]([C@@H:23]([OH:25])[CH3:24])[CH2:18][CH2:19][CH:20]([CH3:22])[CH3:21])[C:10](O)=[O:11])=[O:7])([CH3:4])([CH3:3])[CH3:2].CC1C=CC=C([N+]([O-])=O)C=1C(OC(C1C([N+]([O-])=O)=CC=CC=1C)=O)=O. The catalyst is C(Cl)Cl.CN(C1C=CN=CC=1)C. The product is [CH2:18]([C@H:17]1[C@H:23]([CH3:24])[O:25][C:10](=[O:11])[C@@H:9]([NH:8][C:6](=[O:7])[O:5][C:1]([CH3:4])([CH3:3])[CH3:2])[CH2:13][O:14][CH2:15][C@@H:16]1[O:26][CH2:27][CH2:28][CH3:29])[CH2:19][CH:20]([CH3:22])[CH3:21]. The yield is 0.850.